Dataset: Full USPTO retrosynthesis dataset with 1.9M reactions from patents (1976-2016). Task: Predict the reactants needed to synthesize the given product. (1) Given the product [C:1]([O:5][C:6](=[O:37])[NH:7][C@@H:8]1[CH2:13][CH2:12][CH2:11][N:10]([C:14]2[CH:19]=[CH:18][C:17]([NH:20][C:21]3[C:30]4[C:25](=[CH:26][CH:27]=[C:28]([C:43]5[CH:42]=[C:41]([F:54])[C:40]([OH:55])=[C:39]([Cl:38])[CH:44]=5)[N:29]=4)[N:24]=[CH:23][C:22]=3[C:32]([CH:34]3[CH2:35][CH2:36]3)=[O:33])=[CH:16][N:15]=2)[CH2:9]1)([CH3:2])([CH3:3])[CH3:4], predict the reactants needed to synthesize it. The reactants are: [C:1]([O:5][C:6](=[O:37])[NH:7][C@@H:8]1[CH2:13][CH2:12][CH2:11][N:10]([C:14]2[CH:19]=[CH:18][C:17]([NH:20][C:21]3[C:30]4[C:25](=[CH:26][CH:27]=[C:28](Cl)[N:29]=4)[N:24]=[CH:23][C:22]=3[C:32]([CH:34]3[CH2:36][CH2:35]3)=[O:33])=[CH:16][N:15]=2)[CH2:9]1)([CH3:4])([CH3:3])[CH3:2].[Cl:38][C:39]1[CH:44]=[C:43](B2OC(C)(C)C(C)(C)O2)[CH:42]=[C:41]([F:54])[C:40]=1[OH:55]. (2) The reactants are: [CH3:1][O:2][N:3]([CH3:13])[C:4]([C:6]1[CH:11]=[CH:10][CH:9]=[C:8](F)[N:7]=1)=[O:5].[N:14]([Si](C)(C)C)=[N+:15]=[N-:16]. Given the product [CH3:1][O:2][N:3]([CH3:13])[C:4]([C:6]1[CH:11]=[CH:10][CH:9]=[C:8]([N:14]=[N+:15]=[N-:16])[N:7]=1)=[O:5], predict the reactants needed to synthesize it. (3) Given the product [NH2:1][C:2]([C:4]1[CH:5]=[N:6][C:7]2[C:12]([C:13]=1[NH:14][C:15]1[CH:16]=[C:17]([CH:23]=[CH:24][CH:25]=1)[C:18]([OH:20])=[O:19])=[CH:11][CH:10]=[C:9]([C:31]1[CH:32]=[N:33][CH:34]=[CH:35][C:30]=1[O:29][CH3:28])[CH:8]=2)=[O:3], predict the reactants needed to synthesize it. The reactants are: [NH2:1][C:2]([C:4]1[CH:5]=[N:6][C:7]2[C:12]([C:13]=1[NH:14][C:15]1[CH:16]=[C:17]([CH:23]=[CH:24][CH:25]=1)[C:18]([O:20]CC)=[O:19])=[CH:11][CH:10]=[C:9](Br)[CH:8]=2)=[O:3].O.[CH3:28][O:29][C:30]1[CH:35]=[CH:34][N:33]=[CH:32][C:31]=1B(O)O.C(=O)([O-])[O-].[K+].[K+].[OH-].[Na+].